Dataset: Reaction yield outcomes from USPTO patents with 853,638 reactions. Task: Predict the reaction yield, written as a fraction of the theoretical maximum amount of product (1.0 means a 100% yield; for example, 0.34 means a 34% yield). (1) The reactants are [CH2:1]([O:3][C:4](=[O:31])[CH2:5][C:6]([CH3:30])([CH3:29])[C:7]#[C:8][C:9]1[CH:14]=[C:13]([N+:15]([O-:17])=[O:16])[CH:12]=[CH:11][C:10]=1[NH:18][CH2:19][CH2:20][O:21][Si](C(C)(C)C)(C)C)[CH3:2].CCCC[N+](CCCC)(CCCC)CCCC.[F-]. The catalyst is CC#N.Cl[Pd]Cl. The product is [CH2:1]([O:3][C:4](=[O:31])[CH2:5][C:6]([C:7]1[N:18]([CH2:19][CH2:20][OH:21])[C:10]2[C:9]([CH:8]=1)=[CH:14][C:13]([N+:15]([O-:17])=[O:16])=[CH:12][CH:11]=2)([CH3:30])[CH3:29])[CH3:2]. The yield is 0.600. (2) The reactants are C[O:2][C:3](=[O:15])[CH2:4][CH2:5][C:6]([C:8]1[CH:13]=[CH:12][CH:11]=[C:10]([F:14])[CH:9]=1)=O.O.NN.[OH-].[K+].Cl. The catalyst is C(O)CO.O.CCOCC. The product is [F:14][C:10]1[CH:9]=[C:8]([CH2:6][CH2:5][CH2:4][C:3]([OH:15])=[O:2])[CH:13]=[CH:12][CH:11]=1. The yield is 0.753. (3) The reactants are CC(C)(O[C:5]([NH:7][C@H:8]([C:28]([O:30][CH3:31])=[O:29])[CH2:9][NH:10][C:11]([O:13][CH2:14][CH:15]1[C:27]2[CH:26]=[CH:25][CH:24]=[CH:23][C:22]=2[C:21]2[C:16]1=[CH:17][CH:18]=[CH:19][CH:20]=2)=[O:12])=[O:6])C.C1C2C(COC(NC[C@@H](C(OC)=O)N)=O)C3C(=CC=CC=3)C=2C=CC=1.F[C:59](F)(F)[C:60]([OH:62])=O.ClCCl.[Cl:68][C:69]1[CH:77]=[C:76]([C:78]([NH:80][CH2:81][C:82]2[CH:87]=CC=[C:84](O)[CH:83]=2)=[O:79])[CH:75]=[CH:74][C:70]=1C(O)=O.C1C=NC2N(O)N=NC=2C=1.C1(N=C=NC2CCCCC2)CCCCC1. The catalyst is CN(C)C=O.O. The product is [Cl:68][C:69]1[CH:77]=[C:76]([C:78]([NH:80][CH2:81][C:82]2[CH:83]=[CH:84][CH:59]=[C:60]([OH:62])[CH:87]=2)=[O:79])[CH:75]=[CH:74][C:70]=1[C:5]([NH:7][C@H:8]([C:28]([O:30][CH3:31])=[O:29])[CH2:9][NH:10][C:11]([O:13][CH2:14][CH:15]1[C:27]2[CH:26]=[CH:25][CH:24]=[CH:23][C:22]=2[C:21]2[C:16]1=[CH:17][CH:18]=[CH:19][CH:20]=2)=[O:12])=[O:6]. The yield is 0.620. (4) The reactants are C(OC(=O)[C@@H](N(CC1C=CC=CC=1)CC1C=CC=CC=1)COC(F)F)C1C=CC=CC=1.[NH2:32][C@@H:33]([CH2:37][O:38][CH:39]([F:41])[F:40])[C:34]([OH:36])=[O:35].C(N[C@@H](COC(F)F)C(O)=O)C1C=CC=CC=1.C(=O)(O)[O-].[Na+].[C:64]([O:68][C:69](O[C:69]([O:68][C:64]([CH3:67])([CH3:66])[CH3:65])=[O:70])=[O:70])([CH3:67])([CH3:66])[CH3:65]. The catalyst is CO.CO.O.[OH-].[OH-].[Pd+2]. The product is [C:64]([O:68][C:69]([NH:32][C@@H:33]([CH2:37][O:38][CH:39]([F:41])[F:40])[C:34]([OH:36])=[O:35])=[O:70])([CH3:67])([CH3:66])[CH3:65]. The yield is 0.500. (5) The reactants are C(O)(=O)C.[CH:5]1([C:8]2[N:13]=[C:12]([C:14](=O)[CH2:15][C:16]3[CH:17]=[C:18]4[C:23](=[CH:24][CH:25]=3)[N:22]=[CH:21][CH:20]=[N:19]4)[CH:11]=[CH:10][N:9]=2)[CH2:7][CH2:6]1.C[N:28]([CH:30](OC)OC)C.O.[NH2:36]N. The catalyst is CN(C=O)C. The product is [CH:5]1([C:8]2[N:13]=[C:12]([C:14]3[C:15]([C:16]4[CH:17]=[C:18]5[C:23](=[CH:24][CH:25]=4)[N:22]=[CH:21][CH:20]=[N:19]5)=[CH:30][NH:28][N:36]=3)[CH:11]=[CH:10][N:9]=2)[CH2:7][CH2:6]1. The yield is 0.790. (6) The reactants are [Cl:1][C:2]1[CH:3]=[C:4]([OH:9])[CH:5]=[CH:6][C:7]=1[CH3:8].F[C:11]1[CH:18]=[CH:17][C:14]([CH:15]=[O:16])=[CH:13][CH:12]=1.C([O-])([O-])=O.[K+].[K+]. The catalyst is CN(C=O)C.O. The product is [Cl:1][C:2]1[CH:3]=[C:4]([O:9][C:11]2[CH:18]=[CH:17][C:14]([CH:15]=[O:16])=[CH:13][CH:12]=2)[CH:5]=[CH:6][C:7]=1[CH3:8]. The yield is 0.890. (7) The reactants are [CH3:1][C:2]1[CH:7]=[CH:6][N:5]=[C:4]([NH:8][C:9]2[S:10][C:11]3[CH2:20][CH2:19][C:18](=[O:21])[C:17]4[NH:16][N:15]=[CH:14][C:13]=4[C:12]=3[N:22]=2)[N:3]=1.[C:23]([O-:26])([O-])=O.[K+].[K+].[CH3:29][O:30][C:31]1[CH:36]=[CH:35][C:34]([CH2:37]Cl)=[CH:33][CH:32]=1. The catalyst is CC#N.O. The product is [CH3:29][O:30][C:31]1[CH:36]=[CH:35][C:34]([CH2:37][N:15]2[CH:14]=[C:13]3[C:17]([C:18](=[O:21])[CH2:19][CH2:20][C:11]4[S:10][C:9]([N:8]([CH2:37][C:34]5[CH:35]=[CH:36][C:31]([O:26][CH3:23])=[CH:32][CH:33]=5)[C:4]5[N:3]=[C:2]([CH3:1])[CH:7]=[CH:6][N:5]=5)=[N:22][C:12]=43)=[N:16]2)=[CH:33][CH:32]=1. The yield is 0.850.